The task is: Predict the reactants needed to synthesize the given product.. This data is from Full USPTO retrosynthesis dataset with 1.9M reactions from patents (1976-2016). (1) Given the product [Br:1][C:2]1[CH:17]=[CH:16][C:5]2[N:6]([C:29]([C:27]3[CH:26]=[CH:25][C:22]4[O:23][CH2:24][C:19](=[O:18])[NH:20][C:21]=4[CH:28]=3)=[O:30])[C@@H:7]([CH2:10][C:11]([O:13][CH2:14][CH3:15])=[O:12])[CH2:8][O:9][C:4]=2[CH:3]=1, predict the reactants needed to synthesize it. The reactants are: [Br:1][C:2]1[CH:17]=[CH:16][C:5]2[NH:6][C@@H:7]([CH2:10][C:11]([O:13][CH2:14][CH3:15])=[O:12])[CH2:8][O:9][C:4]=2[CH:3]=1.[O:18]=[C:19]1[CH2:24][O:23][C:22]2[CH:25]=[CH:26][C:27]([C:29](O)=[O:30])=[CH:28][C:21]=2[NH:20]1.CCN(C(C)C)C(C)C.C(P1(=O)OP(CCC)(=O)OP(CCC)(=O)O1)CC. (2) Given the product [CH2:1]([S:3]([CH2:4][C:5]1[N:10]=[C:9]([C:11]2[S:12][C:13]3[CH:21]=[CH:20][CH:19]=[CH:18][C:14]=3[C:15](=[O:17])[N:16]=2)[CH:8]=[CH:7][CH:6]=1)=[O:30])[CH3:2], predict the reactants needed to synthesize it. The reactants are: [CH2:1]([S:3][CH2:4][C:5]1[N:10]=[C:9]([C:11]2[S:12][C:13]3[CH:21]=[CH:20][CH:19]=[CH:18][C:14]=3[C:15](=[O:17])[N:16]=2)[CH:8]=[CH:7][CH:6]=1)[CH3:2].ClC1C=CC=C(C(OO)=[O:30])C=1. (3) Given the product [C:1]([C:5]1[CH:18]=[CH:17][C:8]([O:9][CH2:10][C@@H:11]2[O:15][C:14]3=[N:16][C:8](=[O:9])[CH:7]=[CH:6][N:13]3[CH2:12]2)=[CH:7][CH:6]=1)([CH3:4])([CH3:2])[CH3:3], predict the reactants needed to synthesize it. The reactants are: [C:1]([C:5]1[CH:18]=[CH:17][C:8]([O:9][CH2:10][C@@H:11]2[O:15][C:14]([NH2:16])=[N:13][CH2:12]2)=[CH:7][CH:6]=1)([CH3:4])([CH3:3])[CH3:2].